Dataset: hERG potassium channel inhibition data for cardiac toxicity prediction from Karim et al.. Task: Regression/Classification. Given a drug SMILES string, predict its toxicity properties. Task type varies by dataset: regression for continuous values (e.g., LD50, hERG inhibition percentage) or binary classification for toxic/non-toxic outcomes (e.g., AMES mutagenicity, cardiotoxicity, hepatotoxicity). Dataset: herg_karim. (1) The molecule is COc1ccc(S(=O)(=O)Nc2c(C)cc(C)cc2C)cc1. The result is 0 (non-blocker). (2) The drug is Cc1nnc(C(C)C)n1[C@@H]1C[C@@H]2CC[C@H](C1)N2CCC(CNS(=O)(=O)c1ccccc1)c1ccccc1. The result is 0 (non-blocker). (3) The molecule is CC(C)(CN1C(=O)c2ccccc2C1C(=O)NCCCF)c1ccc(Cl)cc1. The result is 0 (non-blocker). (4) The compound is COc1cc(N)c(Cl)cc1C(=O)N[C@H]1CCN(CC2CCN(C(=O)N(C)C)CC2)C[C@H]1OC. The result is 0 (non-blocker). (5) The molecule is Cc1nc2ccncc2c(=O)n1-c1ccc(OC2CCN(C3CCC3)CC2)cc1. The result is 0 (non-blocker). (6) The molecule is CC(C)N1CCN(NCc2cnc(-c3ccc(C(=O)Nc4ccccc4N)cc3)c(F)c2)CC1. The result is 0 (non-blocker). (7) The drug is NC1=N[C@@]2(CO1)c1cc(-c3cccnc3F)ccc1Oc1c(F)cc(N3CC[C@H](F)C3)cc12. The result is 0 (non-blocker). (8) The compound is CN1CCCC(c2nc3ccccc3n2COc2ccccc2)C1. The result is 1 (blocker). (9) The compound is CCCCCCC#Cc1cccc(C#CCCCCCC)[n+]1C. The result is 1 (blocker).